The task is: Predict the product of the given reaction.. This data is from Forward reaction prediction with 1.9M reactions from USPTO patents (1976-2016). (1) Given the reactants Cl[C:2]1[N:3]=[C:4]([N:22]2[CH2:27][CH2:26][O:25][CH2:24][CH2:23]2)[C:5]2[S:10][C:9]([CH2:11][N:12]3[CH2:17][CH2:16][N:15](S(C)(=O)=O)[CH2:14][CH2:13]3)=[CH:8][C:6]=2[N:7]=1.[CH3:28][O:29][C:30]1[CH:35]=[CH:34][C:33](B(O)O)=[CH:32][N:31]=1, predict the reaction product. The product is: [CH3:28][O:29][C:30]1[N:31]=[CH:32][C:33]([C:2]2[N:3]=[C:4]([N:22]3[CH2:27][CH2:26][O:25][CH2:24][CH2:23]3)[C:5]3[S:10][C:9]([CH2:11][N:12]4[CH2:17][CH2:16][NH:15][CH2:14][CH2:13]4)=[CH:8][C:6]=3[N:7]=2)=[CH:34][CH:35]=1. (2) The product is: [CH3:6][O:7][C:8]([C:9]1[CH:14]=[CH:13][CH:12]=[C:11]2[O:15][CH2:2][C:3](=[O:4])[NH:16][C:10]=12)=[O:17]. Given the reactants Cl[CH2:2][C:3](Cl)=[O:4].[CH3:6][O:7][C:8](=[O:17])[C:9]1[CH:14]=[CH:13][CH:12]=[C:11]([OH:15])[C:10]=1[NH2:16].C([O-])([O-])=O.[K+].[K+], predict the reaction product. (3) Given the reactants [CH2:1]([O:3][C:4](=[O:23])[C:5]1[C:10](Br)=[CH:9][C:8]([C:12]2[C:17]([CH2:18][CH3:19])=[CH:16][CH:15]=[CH:14][C:13]=2[CH2:20][CH3:21])=[N:7][C:6]=1[CH3:22])[CH3:2].[C:24]([Si:28]([O:31][C:32]([CH3:36])([CH3:35])[C:33]#[CH:34])([CH3:30])[CH3:29])([CH3:27])([CH3:26])[CH3:25], predict the reaction product. The product is: [CH2:1]([O:3][C:4](=[O:23])[C:5]1[C:10]([C:34]#[C:33][C:32]([O:31][Si:28]([C:24]([CH3:27])([CH3:26])[CH3:25])([CH3:30])[CH3:29])([CH3:36])[CH3:35])=[CH:9][C:8]([C:12]2[C:17]([CH2:18][CH3:19])=[CH:16][CH:15]=[CH:14][C:13]=2[CH2:20][CH3:21])=[N:7][C:6]=1[CH3:22])[CH3:2]. (4) Given the reactants [F:1][C:2]([F:16])([F:15])[C:3]1[CH:10]=[C:9]([C:11]([F:14])([F:13])[F:12])[CH:8]=[CH:7][C:4]=1[CH:5]=O.[CH2:17]([O:19][C:20](=[O:41])[CH:21]=P(C1C=CC=CC=1)(C1C=CC=CC=1)C1C=CC=CC=1)[CH3:18], predict the reaction product. The product is: [CH2:17]([O:19][C:20](=[O:41])/[CH:21]=[CH:5]/[C:4]1[CH:7]=[CH:8][C:9]([C:11]([F:14])([F:13])[F:12])=[CH:10][C:3]=1[C:2]([F:16])([F:15])[F:1])[CH3:18]. (5) The product is: [CH3:1][NH:2][S:3]([C:6]1[CH:7]=[C:8]([NH:12][C:13]2[N:18]=[CH:17][N:16]=[C:15]([NH:19][C:20]3[CH:25]=[CH:24][C:23]([C:26]([NH:28][CH2:29][C:30]([OH:32])=[O:31])=[O:27])=[CH:22][CH:21]=3)[CH:14]=2)[CH:9]=[CH:10][CH:11]=1)(=[O:4])=[O:5]. Given the reactants [CH3:1][NH:2][S:3]([C:6]1[CH:7]=[C:8]([NH:12][C:13]2[N:18]=[CH:17][N:16]=[C:15]([NH:19][C:20]3[CH:25]=[CH:24][C:23]([C:26]([NH:28][CH2:29][C:30]([O-:32])=[O:31])=[O:27])=[CH:22][CH:21]=3)[CH:14]=2)[CH:9]=[CH:10][CH:11]=1)(=[O:5])=[O:4].[Li+].[OH-], predict the reaction product. (6) Given the reactants [Br:1][C:2]1[CH:7]=[CH:6][C:5]([C:8](=[C:17]2[CH2:23][CH2:22][CH2:21][CH2:20][CH2:19][CH2:18]2)[C:9]2[CH:14]=[CH:13][CH:12]=[C:11]([O:15]C)[CH:10]=2)=[CH:4][CH:3]=1.B(Br)(Br)Br.O, predict the reaction product. The product is: [Br:1][C:2]1[CH:7]=[CH:6][C:5]([C:8](=[C:17]2[CH2:18][CH2:19][CH2:20][CH2:21][CH2:22][CH2:23]2)[C:9]2[CH:10]=[C:11]([OH:15])[CH:12]=[CH:13][CH:14]=2)=[CH:4][CH:3]=1.